This data is from KCNQ2 potassium channel screen with 302,405 compounds. The task is: Binary Classification. Given a drug SMILES string, predict its activity (active/inactive) in a high-throughput screening assay against a specified biological target. (1) The compound is Fc1ccc(C2CC(=CC(=O)C2)c2ccc(OC)cc2)cc1. The result is 0 (inactive). (2) The molecule is O=C1c2c(C(=O)N\C1=C/c1ccc(O)cc1)cccc2. The result is 0 (inactive). (3) The molecule is O=C(N\N=C\c1cccnc1)c1c2c(nc(c3cc(ccc3)C)c1)cccc2. The result is 0 (inactive). (4) The drug is S(CC(=O)N(c1ccccc1)C)c1n(nc(n1)N)c1ccccc1. The result is 0 (inactive). (5) The molecule is S(c1ncnc2n(ncc12)c1c(cc(cc1)C)C)CC(OCC)=O. The result is 0 (inactive). (6) The molecule is S(c1nn2c(nnc2cc1)c1ccc(cc1)C)CC(=O)Nc1c(OC)cccc1. The result is 0 (inactive). (7) The molecule is Clc1c(C(=O)NC(=S)N(CCC)CCC)ccc(Cl)c1. The result is 1 (active).